Task: Predict the product of the given reaction.. Dataset: Forward reaction prediction with 1.9M reactions from USPTO patents (1976-2016) (1) Given the reactants [Cl:1][C:2]1[CH:3]=[C:4]([O:24][CH3:25])[C:5]([O:22][CH3:23])=[C:6]([CH:8]([NH:10][C:11]2[CH:16]=[C:15](F)[CH:14]=[CH:13][C:12]=2[S:18]([CH3:21])(=[O:20])=[O:19])[CH3:9])[CH:7]=1.[NH:26]1[CH2:30][CH2:29][CH:28]([NH2:31])[CH2:27]1.C(N(CC)C(C)C)(C)C, predict the reaction product. The product is: [Cl:1][C:2]1[CH:3]=[C:4]([O:24][CH3:25])[C:5]([O:22][CH3:23])=[C:6]([CH:8]([NH:10][C:11]2[CH:16]=[C:15]([N:26]3[CH2:30][CH2:29][C@@H:28]([NH2:31])[CH2:27]3)[CH:14]=[CH:13][C:12]=2[S:18]([CH3:21])(=[O:20])=[O:19])[CH3:9])[CH:7]=1. (2) Given the reactants [OH:1][C@H:2]1[C@H:7]2[C@@H:8](I)[C@H:4]([C@@H:5]([C:18]([O:20][CH2:21][CH3:22])=[O:19])[N:6]2[C@@H:10]([C:12]2[CH:17]=[CH:16][CH:15]=[CH:14][CH:13]=2)[CH3:11])[CH2:3]1.C([SnH](CCCC)CCCC)CCC.N(C(C)(C)C#N)=NC(C)(C)C#N, predict the reaction product. The product is: [OH:1][C@H:2]1[C@H:7]2[CH2:8][C@H:4]([C@@H:5]([C:18]([O:20][CH2:21][CH3:22])=[O:19])[N:6]2[C@@H:10]([C:12]2[CH:17]=[CH:16][CH:15]=[CH:14][CH:13]=2)[CH3:11])[CH2:3]1. (3) Given the reactants [Cl:1][C:2]1[CH:7]=[CH:6][C:5]([C:8]2[O:9][C:10]3[CH:11]=[C:12]4[C:18](=[O:19])[N:17]([CH2:20][C:21]([CH3:27])([CH3:26])[CH2:22][C:23]([OH:25])=[O:24])[C:16](=[S:28])[N:13]4[C:14]=3[CH:15]=2)=[CH:4][CH:3]=1.O[N:30]1[C:35](=[O:36])[C:34]2[CH:37]=[CH:38][CH:39]=[CH:40][C:33]=2[NH:32][NH:31]1.CCN(CC)CC, predict the reaction product. The product is: [O:36]=[C:35]1[N:30]([O:24][C:23](=[O:25])[CH2:22][C:21]([CH3:26])([CH3:27])[CH2:20][N:17]2[C:16](=[S:28])[N:13]3[C:14]4[CH:15]=[C:8]([C:5]5[CH:6]=[CH:7][C:2]([Cl:1])=[CH:3][CH:4]=5)[O:9][C:10]=4[CH:11]=[C:12]3[C:18]2=[O:19])[N:31]=[N:32][C:33]2[CH:40]=[CH:39][CH:38]=[CH:37][C:34]1=2. (4) Given the reactants [CH:1]([N:4]1[C:8]([C:9]2[CH:19]=[CH:18][C:12]3[O:13][CH2:14][C:15](=[O:17])[NH:16][C:11]=3[CH:10]=2)=[CH:7][C:6]([CH3:20])=[N:5]1)([CH3:3])[CH3:2].C1C(=O)N([I:28])C(=O)C1, predict the reaction product. The product is: [I:28][C:7]1[C:6]([CH3:20])=[N:5][N:4]([CH:1]([CH3:3])[CH3:2])[C:8]=1[C:9]1[CH:19]=[CH:18][C:12]2[O:13][CH2:14][C:15](=[O:17])[NH:16][C:11]=2[CH:10]=1. (5) Given the reactants [CH2:1]([O:5][C:6]1[C:13]([N+:14]([O-])=O)=[CH:12][C:9]([CH:10]=[O:11])=[CH:8][C:7]=1[I:17])[CH2:2][CH2:3][CH3:4].O.Cl[Sn]Cl, predict the reaction product. The product is: [NH2:14][C:13]1[C:6]([O:5][CH2:1][CH2:2][CH2:3][CH3:4])=[C:7]([I:17])[CH:8]=[C:9]([CH:12]=1)[CH:10]=[O:11]. (6) Given the reactants [Cl:1][C:2]1[CH:3]=[C:4]([C:24]2([C:30]([O:32]CC)=[O:31])[CH2:29][CH2:28][O:27][CH2:26][CH2:25]2)[CH:5]=[C:6]([C:14]2[CH:19]=[CH:18][C:17]([C:20]([F:23])([F:22])[F:21])=[CH:16][CH:15]=2)[C:7]=1[O:8][CH2:9][C:10]([F:13])([F:12])[F:11].O.[OH-].[Li+], predict the reaction product. The product is: [Cl:1][C:2]1[CH:3]=[C:4]([C:24]2([C:30]([OH:32])=[O:31])[CH2:25][CH2:26][O:27][CH2:28][CH2:29]2)[CH:5]=[C:6]([C:14]2[CH:15]=[CH:16][C:17]([C:20]([F:21])([F:22])[F:23])=[CH:18][CH:19]=2)[C:7]=1[O:8][CH2:9][C:10]([F:11])([F:12])[F:13]. (7) The product is: [Br:1][C:2]1[CH:13]=[C:12]([O:14][C@@H:15]([C@H:17]2[CH2:21][NH:20][C:19](=[O:32])[CH2:18]2)[CH3:16])[C:5]2[N:6]([CH:9]3[CH2:10][CH2:11]3)[CH:7]=[N:8][C:4]=2[CH:3]=1. Given the reactants [Br:1][C:2]1[CH:13]=[C:12]([O:14][C@@H:15]([C@H:17]2[CH2:21][N:20]([C@@H](C3C=CC(OC)=CC=3)C)[C:19](=[O:32])[CH2:18]2)[CH3:16])[C:5]2[N:6]([CH:9]3[CH2:11][CH2:10]3)[CH:7]=[N:8][C:4]=2[CH:3]=1.C(O)(C(F)(F)F)=O, predict the reaction product. (8) Given the reactants [OH-].[K+].CCOC([N:8]1[CH2:29][CH2:28][C:11](=[C:12]2[C:22]3[N:23]=[CH:24][CH:25]=[CH:26][C:21]=3[CH2:20][CH2:19][C:18]3[CH:17]=[C:16]([Cl:27])[CH:15]=[CH:14][C:13]2=3)[CH2:10][CH2:9]1)=O.CC(C)=O, predict the reaction product. The product is: [CH:25]1[CH:24]=[N:23][C:22]2[C:12]([C:13]3[CH:14]=[CH:15][C:16]([Cl:27])=[CH:17][C:18]=3[CH2:19][CH2:20][C:21]=2[CH:26]=1)=[C:11]1[CH2:28][CH2:29][NH:8][CH2:9][CH2:10]1. (9) Given the reactants [NH2:1][CH:2]([CH2:5][OH:6])[CH2:3][OH:4].[Cl:7][C:8]1[S:12][C:11]([S:13](Cl)(=[O:15])=[O:14])=[CH:10][CH:9]=1.C(N(CC)CC)C, predict the reaction product. The product is: [OH:4][CH2:3][CH:2]([NH:1][S:13]([C:11]1[S:12][C:8]([Cl:7])=[CH:9][CH:10]=1)(=[O:15])=[O:14])[CH2:5][OH:6].